This data is from Retrosynthesis with 50K atom-mapped reactions and 10 reaction types from USPTO. The task is: Predict the reactants needed to synthesize the given product. (1) Given the product CN(C)c1cccc(OCC2=CC=C(CO)SS2)c1, predict the reactants needed to synthesize it. The reactants are: CN(C)c1cccc(OCC2=CC=C(CO[Si](C)(C)C(C)(C)C)SS2)c1. (2) The reactants are: CN1CCN(CCCN)CC1.S=C=NC1CCCCC1. Given the product CN1CCN(CCCNC(=S)NC2CCCCC2)CC1, predict the reactants needed to synthesize it. (3) The reactants are: COC(=O)[C@@H]1Cc2cc([N+](=O)[O-])c(O)cc2CN1C(=O)OC(C)C. Given the product COC(=O)[C@@H]1Cc2cc(N)c(O)cc2CN1C(=O)OC(C)C, predict the reactants needed to synthesize it. (4) The reactants are: COC(=O)c1cc(OCc2ccccc2)cc(O[C@@H](C)COC(F)F)c1. Given the product COC(=O)c1cc(O)cc(O[C@@H](C)COC(F)F)c1, predict the reactants needed to synthesize it.